From a dataset of Forward reaction prediction with 1.9M reactions from USPTO patents (1976-2016). Predict the product of the given reaction. (1) Given the reactants [N:1]1([C:7]2[CH:12]=[CH:11][C:10]([NH:13][C:14]([C:16]3[C:17]([C:22]4[CH:27]=[CH:26][C:25]([C:28]([F:31])([F:30])[F:29])=[CH:24][CH:23]=4)=[CH:18][CH:19]=[CH:20][CH:21]=3)=[O:15])=[CH:9][CH:8]=2)[CH2:6][CH2:5][NH:4][CH2:3][CH2:2]1.N(C(O[CH2:42][CH3:43])=O)=NC(OCC)=O.[CH2:53](P([CH2:53][CH2:54][CH2:55][CH3:56])[CH2:53][CH2:54][CH2:55][CH3:56])[CH2:54][CH2:55][CH3:56].O, predict the reaction product. The product is: [C:10]([C:11]1[CH:12]=[C:55]([CH:56]=[CH:42][CH:43]=1)[CH:54]([N:4]1[CH2:5][CH2:6][N:1]([C:7]2[CH:8]=[CH:9][C:10]([NH:13][C:14]([C:16]3[C:17]([C:22]4[CH:27]=[CH:26][C:25]([C:28]([F:29])([F:31])[F:30])=[CH:24][CH:23]=4)=[CH:18][CH:19]=[CH:20][CH:21]=3)=[O:15])=[CH:11][CH:12]=2)[CH2:2][CH2:3]1)[C:53]1[NH:1][CH:7]=[CH:8][CH:9]=1)#[N:13]. (2) Given the reactants [F:1][C:2]1[CH:10]=[C:9]([O:11]COC)[CH:8]=[CH:7][C:3]=1[C:4]([OH:6])=[O:5].Cl.[CH3:16]O, predict the reaction product. The product is: [CH3:16][O:6][C:4](=[O:5])[C:3]1[CH:7]=[CH:8][C:9]([OH:11])=[CH:10][C:2]=1[F:1]. (3) Given the reactants [C:1]1([C:7]2[CH:12]=[C:11]([C:13]3[CH:18]=[CH:17][CH:16]=[CH:15][CH:14]=3)[N:10]=[C:9]([O:19][CH2:20][CH2:21][CH2:22][CH2:23][CH2:24][C:25]([NH:27][C@H:28]([C:37]([OH:39])=[O:38])[CH2:29][C:30]3[CH:35]=[CH:34][C:33]([OH:36])=[CH:32][CH:31]=3)=[O:26])[CH:8]=2)[CH:6]=[CH:5][CH:4]=[CH:3][CH:2]=1.[H-].[Na+].[C:42]([NH:49][CH2:50][CH2:51][CH2:52]Br)([O:44][C:45]([CH3:48])([CH3:47])[CH3:46])=[O:43], predict the reaction product. The product is: [C:1]1([C:7]2[CH:12]=[C:11]([C:13]3[CH:14]=[CH:15][CH:16]=[CH:17][CH:18]=3)[N:10]=[C:9]([O:19][CH2:20][CH2:21][CH2:22][CH2:23][CH2:24][C:25]([NH:27][C@H:28]([C:37]([OH:39])=[O:38])[CH2:29][C:30]3[CH:31]=[CH:32][C:33]([O:36][CH2:52][CH2:51][CH2:50][NH:49][C:42]([O:44][C:45]([CH3:46])([CH3:48])[CH3:47])=[O:43])=[CH:34][CH:35]=3)=[O:26])[CH:8]=2)[CH:6]=[CH:5][CH:4]=[CH:3][CH:2]=1.